Predict the reaction yield, written as a fraction of the theoretical maximum amount of product (1.0 means a 100% yield; for example, 0.34 means a 34% yield). From a dataset of Reaction yield outcomes from USPTO patents with 853,638 reactions. (1) The reactants are [Cl:1][C:2]1[N:3]=[C:4]([N:14]2[CH2:19][CH2:18][O:17][CH2:16][CH2:15]2)[C:5]2[N:11]=[C:10]([CH2:12][NH2:13])[CH:9]=[CH:8][C:6]=2[N:7]=1.[CH3:20][CH:21]([CH3:25])[C:22](O)=[O:23].ON1C2C=CC=CC=2N=N1.Cl.CN(C)CCCN=C=NCC.C(N(CC)CC)C. The catalyst is CN(C)C=O. The product is [Cl:1][C:2]1[N:3]=[C:4]([N:14]2[CH2:15][CH2:16][O:17][CH2:18][CH2:19]2)[C:5]2[N:11]=[C:10]([CH2:12][NH:13][C:22](=[O:23])[CH:21]([CH3:25])[CH3:20])[CH:9]=[CH:8][C:6]=2[N:7]=1. The yield is 1.00. (2) The reactants are COC1C=CC(C[N:8]2[CH:13]=[CH:12][N:11]=[C:10]([S:14][C:15]3[CH:20]=[CH:19][C:18]([O:21][C:22]([F:25])([F:24])[F:23])=[CH:17][CH:16]=3)[C:9]2=[O:26])=CC=1. The catalyst is C(O)(C(F)(F)F)=O. The product is [F:25][C:22]([F:23])([F:24])[O:21][C:18]1[CH:17]=[CH:16][C:15]([S:14][C:10]2[C:9](=[O:26])[NH:8][CH:13]=[CH:12][N:11]=2)=[CH:20][CH:19]=1. The yield is 0.780. (3) The reactants are [Cl:1][C:2]1[CH:3]=[C:4]([O:16]C)[CH:5]=[C:6]2[C:10]=1[NH:9][C:8]([C:11]([O:13][CH2:14][CH3:15])=[O:12])=[CH:7]2.B(Br)(Br)Br.O.[OH-].[Na+]. The catalyst is ClCCl. The product is [Cl:1][C:2]1[CH:3]=[C:4]([OH:16])[CH:5]=[C:6]2[C:10]=1[NH:9][C:8]([C:11]([O:13][CH2:14][CH3:15])=[O:12])=[CH:7]2. The yield is 0.710. (4) The product is [NH:6]1[C:7]2[CH2:8][CH2:9][CH2:10][CH2:11][C:12]=2[CH:13]=[C:5]1[C:3]([O:4][CH2:17][CH3:18])=[O:22]. The yield is 1.00. No catalyst specified. The reactants are ClC(Cl)(Cl)[C:3]([C:5]1[NH:6][C:7]2[CH2:8][CH2:9][CH2:10][CH2:11][C:12]=2[CH:13]=1)=[O:4].[O-][CH2:17][CH3:18].[Na+].C([OH:22])C. (5) The reactants are Cl[C:2]1[CH:7]=[CH:6][C:5]([OH:8])=[CH:4][C:3]=1[N+:9]([O-:11])=[O:10].[OH:12][C:13]1[CH:18]=[CH:17][C:16]([SH:19])=[CH:15][CH:14]=1.C(=O)([O-])[O-].[Cs+].[Cs+].Cl. The catalyst is CN(C)C=O. The product is [OH:12][C:13]1[CH:18]=[CH:17][C:16]([S:19][C:2]2[CH:7]=[CH:6][C:5]([OH:8])=[CH:4][C:3]=2[N+:9]([O-:11])=[O:10])=[CH:15][CH:14]=1. The yield is 0.450.